This data is from Forward reaction prediction with 1.9M reactions from USPTO patents (1976-2016). The task is: Predict the product of the given reaction. (1) Given the reactants [CH2:1]1[C:4]2([CH2:7][N:6]([C:8]([C:10]3[S:11][CH:12]=[C:13]([C:15]([O:17][C:18]([CH3:21])([CH3:20])[CH3:19])=[O:16])[N:14]=3)=[O:9])[CH2:5]2)[CH2:3][S:2]1.C1C=C(Cl)C=C(C(OO)=[O:30])C=1, predict the reaction product. The product is: [O:30]=[S:2]1[CH2:3][C:4]2([CH2:5][N:6]([C:8]([C:10]3[S:11][CH:12]=[C:13]([C:15]([O:17][C:18]([CH3:21])([CH3:20])[CH3:19])=[O:16])[N:14]=3)=[O:9])[CH2:7]2)[CH2:1]1. (2) Given the reactants Cl[C:2]1C(O)=C(C(=O)CC)C=CC=1Cl.C(=O)([O-])[O-].[K+].[K+].CI.BrCBr.[Cl:25][C:26]1[C:27]([O:37][CH3:38])=[C:28]([C:33](=O)[CH2:34][CH3:35])[CH:29]=[CH:30][C:31]=1[Cl:32].Cl, predict the reaction product. The product is: [Cl:25][C:26]1[C:31]([Cl:32])=[CH:30][CH:29]=[C:28]([C:33](=[CH2:2])[CH2:34][CH3:35])[C:27]=1[O:37][CH3:38].